Dataset: Catalyst prediction with 721,799 reactions and 888 catalyst types from USPTO. Task: Predict which catalyst facilitates the given reaction. (1) Reactant: Cl[CH:2]([C:21]1[CH:26]=[CH:25][CH:24]=[CH:23][CH:22]=1)[C:3]([C:5]1[C:13]2[C:8](=[CH:9][CH:10]=[C:11]([F:14])[CH:12]=2)[N:7]([CH2:15][CH2:16][O:17][CH2:18][O:19][CH3:20])[CH:6]=1)=[O:4].[CH3:27][O:28][C:29]1[CH:30]=[C:31]([CH:33]=[CH:34][CH:35]=1)[NH2:32]. Product: [F:14][C:11]1[CH:12]=[C:13]2[C:8](=[CH:9][CH:10]=1)[N:7]([CH2:15][CH2:16][O:17][CH2:18][O:19][CH3:20])[CH:6]=[C:5]2[C:3](=[O:4])[CH:2]([NH:32][C:31]1[CH:33]=[CH:34][CH:35]=[C:29]([O:28][CH3:27])[CH:30]=1)[C:21]1[CH:26]=[CH:25][CH:24]=[CH:23][CH:22]=1. The catalyst class is: 10. (2) Reactant: Br[C:2]1[N:10]([CH2:11][C:12]2[CH:17]=[CH:16][CH:15]=[CH:14][C:13]=2[Br:18])[C:9]2[C:8](=[O:19])[NH:7][C:6](=[O:20])[N:5]([CH3:21])[C:4]=2[N:3]=1.[NH:22]1[CH2:28][CH2:27][CH2:26][CH2:25][CH:24]([NH2:29])[CH2:23]1.C(N(CC)CC)C.O. Product: [NH2:29][CH:24]1[CH2:25][CH2:26][CH2:27][CH2:28][N:22]([C:2]2[N:10]([CH2:11][C:12]3[CH:17]=[CH:16][CH:15]=[CH:14][C:13]=3[Br:18])[C:9]3[C:8](=[O:19])[NH:7][C:6](=[O:20])[N:5]([CH3:21])[C:4]=3[N:3]=2)[CH2:23]1. The catalyst class is: 633. (3) Reactant: [Br:1][C:2]1[CH:12]=[C:11]([F:13])[CH:10]=[CH:9][C:3]=1[O:4][CH2:5][C:6]([OH:8])=O.[CH:14]([NH:17][NH:18][C:19]([C:21]1[S:22][CH:23]=[CH:24][CH:25]=1)=[O:20])([CH3:16])[CH3:15].C(N(C(C)C)CC)(C)C.C1CN([P+](Br)(N2CCCC2)N2CCCC2)CC1.F[P-](F)(F)(F)(F)F. Product: [Br:1][C:2]1[CH:12]=[C:11]([F:13])[CH:10]=[CH:9][C:3]=1[O:4][CH2:5][C:6]([N:17]([CH:14]([CH3:16])[CH3:15])[NH:18][C:19]([C:21]1[S:22][CH:23]=[CH:24][CH:25]=1)=[O:20])=[O:8]. The catalyst class is: 3. (4) Reactant: [Cl:1][C:2]1[CH:3]=[CH:4][C:5]([O:14]C)=[C:6]([C:8]2[CH:13]=[CH:12][N:11]=[N:10][CH:9]=2)[CH:7]=1.B(Br)(Br)Br. Product: [Cl:1][C:2]1[CH:3]=[CH:4][C:5]([OH:14])=[C:6]([C:8]2[CH:13]=[CH:12][N:11]=[N:10][CH:9]=2)[CH:7]=1. The catalyst class is: 4. (5) Reactant: [CH3:1][N:2]([C:4]([O:8][N:9]1[N:17]=[N:16][C:11]2[CH:12]=[CH:13][CH:14]=[N:15][C:10]1=2)=[N+:5]([CH3:7])[CH3:6])[CH3:3].[F:18][P-:19]([F:24])([F:23])([F:22])([F:21])[F:20].C1C=NC2N(O)N=NC=2C=1.CN1CCOCC1.Cl.C[C@]12[C@H]3C[C@H](C3(C)C)C[C@H]1OB([C@@H](N)CC(C)C)O2. Product: [CH:13]1[CH:14]=[N:15][C:10]2[N:9]([OH:8])[N:17]=[N:16][C:11]=2[CH:12]=1.[CH3:7][N:5]([C:4]([O:8][N:9]1[N:17]=[N:16][C:11]2[CH:12]=[CH:13][CH:14]=[N:15][C:10]1=2)=[N+:2]([CH3:3])[CH3:1])[CH3:6].[F:18][P-:19]([F:24])([F:23])([F:22])([F:21])[F:20]. The catalyst class is: 3. (6) Reactant: [N:1]([CH2:4][C:5]1[CH:10]=[C:9]([C:11]([CH3:13])=[CH2:12])[CH:8]=[C:7]([O:14][CH2:15][C:16]2[CH:21]=[CH:20][CH:19]=[CH:18][CH:17]=2)[CH:6]=1)=[N+]=[N-].[O:22](C(OC(C)(C)C)=O)[C:23]([O:25][C:26]([CH3:29])([CH3:28])[CH3:27])=O. Product: [CH2:15]([O:14][C:7]1[CH:6]=[C:5]([CH:10]=[C:9]([CH:11]([CH3:13])[CH3:12])[CH:8]=1)[CH2:4][NH:1][C:23](=[O:22])[O:25][C:26]([CH3:29])([CH3:28])[CH3:27])[C:16]1[CH:21]=[CH:20][CH:19]=[CH:18][CH:17]=1. The catalyst class is: 99.